Dataset: Full USPTO retrosynthesis dataset with 1.9M reactions from patents (1976-2016). Task: Predict the reactants needed to synthesize the given product. (1) Given the product [C:1]([C:5]1[N:13]=[C:12]2[C:8]([N:9]=[CH:10][N:11]2[CH2:14][C:15]2[C:20]([Cl:21])=[CH:19][CH:18]=[CH:17][N:16]=2)=[C:7]([N:28]2[CH2:29][C:26]([C:25]([F:32])([F:31])[F:24])([OH:30])[CH2:27]2)[N:6]=1)([CH3:4])([CH3:3])[CH3:2], predict the reactants needed to synthesize it. The reactants are: [C:1]([C:5]1[N:13]=[C:12]2[C:8]([N:9]=[CH:10][N:11]2[CH2:14][C:15]2[C:20]([Cl:21])=[CH:19][CH:18]=[CH:17][N:16]=2)=[C:7](Cl)[N:6]=1)([CH3:4])([CH3:3])[CH3:2].Cl.[F:24][C:25]([F:32])([F:31])[C:26]1([OH:30])[CH2:29][NH:28][CH2:27]1. (2) Given the product [N:2]12[CH2:7][CH2:6][CH:5]([CH2:8][CH2:9]1)[C@@H:4]([NH:10][C:11]([C:13]1[O:14][C:15]3[C:21]([C:22]4[CH:27]=[CH:26][CH:25]=[CH:24][C:23]=4[O:28][CH3:29])=[CH:20][CH:19]=[CH:18][C:16]=3[CH:17]=1)=[O:12])[CH2:3]2, predict the reactants needed to synthesize it. The reactants are: Cl.[N:2]12[CH2:9][CH2:8][CH:5]([CH2:6][CH2:7]1)[C@@H:4]([NH:10][C:11]([C:13]1[O:14][C:15]3[C:21]([C:22]4[CH:27]=[CH:26][CH:25]=[CH:24][C:23]=4[O:28][CH3:29])=[CH:20][CH:19]=[CH:18][C:16]=3[CH:17]=1)=[O:12])[CH2:3]2.